The task is: Predict the product of the given reaction.. This data is from Forward reaction prediction with 1.9M reactions from USPTO patents (1976-2016). (1) Given the reactants [NH2:1][C:2]1[C:3]2[N:4]([C:8](=[S:28])[NH:9][C:10]=2[C:11]2[C:20]([F:21])=[C:19]3[C:14]([CH:15]=[CH:16][C:17]([C:22]4[CH:27]=[CH:26][CH:25]=[CH:24][CH:23]=4)=[N:18]3)=[CH:13][CH:12]=2)[CH:5]=[CH:6][N:7]=1.Cl[C:30]1[N:35]=[CH:34][CH:33]=[CH:32][N:31]=1.C(=O)([O-])[O-].[K+].[K+], predict the reaction product. The product is: [F:21][C:20]1[C:11]([C:10]2[N:9]=[C:8]([S:28][C:30]3[N:35]=[CH:34][CH:33]=[CH:32][N:31]=3)[N:4]3[CH:5]=[CH:6][N:7]=[C:2]([NH2:1])[C:3]=23)=[CH:12][CH:13]=[C:14]2[C:19]=1[N:18]=[C:17]([C:22]1[CH:27]=[CH:26][CH:25]=[CH:24][CH:23]=1)[CH:16]=[CH:15]2. (2) Given the reactants C[O:2][C:3](=[O:28])[CH:4]([O:6][C:7]1[CH:16]=[CH:15][C:14]([Cl:17])=[C:13]2[C:8]=1[C:9]([CH3:27])=[C:10]([CH2:19][C:20]1[CH:25]=[CH:24][C:23]([Cl:26])=[CH:22][CH:21]=1)[C:11]([CH3:18])=[N:12]2)[CH3:5].[OH-].[Li+], predict the reaction product. The product is: [Cl:17][C:14]1[CH:15]=[CH:16][C:7]([O:6][CH:4]([CH3:5])[C:3]([OH:28])=[O:2])=[C:8]2[C:13]=1[N:12]=[C:11]([CH3:18])[C:10]([CH2:19][C:20]1[CH:25]=[CH:24][C:23]([Cl:26])=[CH:22][CH:21]=1)=[C:9]2[CH3:27]. (3) Given the reactants C(OC([NH:8][CH2:9][C:10]([NH:12][C@@H:13]([C:21]([OH:23])=O)[CH2:14][CH:15]1[CH2:20][CH2:19][CH2:18][CH2:17][CH2:16]1)=[O:11])=O)(C)(C)C.CN1CCOCC1.[NH2:31][CH2:32][C:33]([O:35]C(C)(C)C)=[O:34].CN(C(ON1N=NC2C=CC=CC1=2)=[N+](C)C)C.[B-](F)(F)(F)F, predict the reaction product. The product is: [NH2:8][CH2:9][C:10]([NH:12][C@@H:13]([C:21]([NH:31][CH2:32][C:33]([OH:35])=[O:34])=[O:23])[CH2:14][CH:15]1[CH2:16][CH2:17][CH2:18][CH2:19][CH2:20]1)=[O:11].